Dataset: Full USPTO retrosynthesis dataset with 1.9M reactions from patents (1976-2016). Task: Predict the reactants needed to synthesize the given product. Given the product [CH:19]([C@H:20]1[CH2:21][CH2:22][C:23](=[O:35])[N:24]1[CH2:25][CH2:26][S:27][CH2:28][CH2:29][CH2:30][C:31]([O:33][CH3:34])=[O:32])=[O:18], predict the reactants needed to synthesize it. The reactants are: CS(C)=O.FC(F)(F)C(OC(=O)C(F)(F)F)=O.[OH:18][CH2:19][C@@H:20]1[N:24]([CH2:25][CH2:26][S:27][CH2:28][CH2:29][CH2:30][C:31]([O:33][CH3:34])=[O:32])[C:23](=[O:35])[CH2:22][CH2:21]1.C(N(CC)CC)C.